Dataset: Forward reaction prediction with 1.9M reactions from USPTO patents (1976-2016). Task: Predict the product of the given reaction. (1) The product is: [Cl:36][C:21]1[C:20]([N:12]2[CH2:13][CH2:14][N:15]([CH:16]3[CH2:19][O:18][CH2:17]3)[CH:10]([CH2:9][OH:8])[CH2:11]2)=[CH:25][C:24]([C:26]#[N:27])=[CH:23][C:22]=1[NH:28][C:29](=[O:35])[O:30][C:31]([CH3:33])([CH3:32])[CH3:34]. Given the reactants [Si]([O:8][CH2:9][CH:10]1[N:15]([CH:16]2[CH2:19][O:18][CH2:17]2)[CH2:14][CH2:13][N:12]([C:20]2[C:21]([Cl:36])=[C:22]([NH:28][C:29](=[O:35])[O:30][C:31]([CH3:34])([CH3:33])[CH3:32])[CH:23]=[C:24]([C:26]#[N:27])[CH:25]=2)[CH2:11]1)(C(C)(C)C)(C)C.CCCC[N+](CCCC)(CCCC)CCCC.[F-], predict the reaction product. (2) Given the reactants [CH3:1][C:2]([O:4][C@H:5]1[C:14]2[C@@:15]3([CH3:30])[C@@H:26]([CH2:27][O:28][CH3:29])[O:25][C:23](=[O:24])[C:17]4=[CH:18][O:19][C:20]([C:21](=[O:22])[C:13]=2[C@@H:8]2[CH2:9][CH2:10][C@H:11]([OH:12])[C@@:7]2([CH3:31])[CH2:6]1)=[C:16]34)=[O:3].[CH3:32][N:33]([CH3:39])[CH2:34][CH2:35][CH2:36][NH:37][CH3:38], predict the reaction product. The product is: [C:2]([O:4][C@H:5]1[C:14]2[C@:15]3([CH3:30])[C:16](/[C:17](=[CH:18]\[N:37]([CH2:36][CH2:35][CH2:34][N:33]([CH3:39])[CH3:32])[CH3:38])/[C:23](=[O:24])[O:25][C@@H:26]3[CH2:27][O:28][CH3:29])=[C:20]([OH:19])[C:21](=[O:22])[C:13]=2[CH:8]2[C@@:7]([CH3:31])([C@@H:11]([OH:12])[CH2:10][CH2:9]2)[CH2:6]1)(=[O:3])[CH3:1]. (3) Given the reactants S(=O)(=O)(O)O.[N+:6]([O-:9])(O)=[O:7].[CH2:10]([C:12]1[CH:16]=[C:15]([C:17]([OH:19])=[O:18])[NH:14][N:13]=1)[CH3:11], predict the reaction product. The product is: [CH2:10]([C:12]1[C:16]([N+:6]([O-:9])=[O:7])=[C:15]([C:17]([OH:19])=[O:18])[NH:14][N:13]=1)[CH3:11]. (4) Given the reactants [C:1]([O:5][CH2:6][CH3:7])(=[O:4])[CH:2]=[O:3].[O:8]1[C:12]2[CH:13]=[CH:14][CH:15]=[CH:16][C:11]=2[CH:10]=[CH:9]1.[O-]S(C(F)(F)F)(=O)=O.C([Yb+2])C.[O-]S(C(F)(F)F)(=O)=O, predict the reaction product. The product is: [O:8]1[C:12]2[CH:13]=[CH:14][CH:15]=[CH:16][C:11]=2[C:10]([CH:2]([OH:3])[C:1]([O:5][CH2:6][CH3:7])=[O:4])=[CH:9]1.